From a dataset of Peptide-MHC class I binding affinity with 185,985 pairs from IEDB/IMGT. Regression. Given a peptide amino acid sequence and an MHC pseudo amino acid sequence, predict their binding affinity value. This is MHC class I binding data. (1) The MHC is HLA-A31:01 with pseudo-sequence HLA-A31:01. The peptide sequence is RAAHRRQSV. The binding affinity (normalized) is 0.281. (2) The peptide sequence is GAAAQFNAS. The MHC is HLA-A02:03 with pseudo-sequence HLA-A02:03. The binding affinity (normalized) is 0.123. (3) The binding affinity (normalized) is 0.173. The MHC is HLA-A23:01 with pseudo-sequence HLA-A23:01. The peptide sequence is YDHALMSII. (4) The peptide sequence is IHAEFQASL. The MHC is HLA-B51:01 with pseudo-sequence HLA-B51:01. The binding affinity (normalized) is 0.0847. (5) The peptide sequence is KRIRLKHIF. The MHC is HLA-A31:01 with pseudo-sequence HLA-A31:01. The binding affinity (normalized) is 0.0847. (6) The peptide sequence is GIPHPAGLK. The MHC is HLA-A11:01 with pseudo-sequence HLA-A11:01. The binding affinity (normalized) is 0.687.